Dataset: Full USPTO retrosynthesis dataset with 1.9M reactions from patents (1976-2016). Task: Predict the reactants needed to synthesize the given product. The reactants are: [CH3:1][C:2]([O:8][CH:9]1[CH2:14][CH2:13][CH2:12][CH2:11][O:10]1)([CH3:7])[C:3](OC)=[O:4].[H-].[Al+3].[Li+].[H-].[H-].[H-]. Given the product [CH3:7][C:2]([O:8][CH:9]1[CH2:14][CH2:13][CH2:12][CH2:11][O:10]1)([CH3:1])[CH2:3][OH:4], predict the reactants needed to synthesize it.